This data is from Full USPTO retrosynthesis dataset with 1.9M reactions from patents (1976-2016). The task is: Predict the reactants needed to synthesize the given product. (1) Given the product [NH2:1][C:4]1[CH:5]=[N:6][CH:7]=[CH:8][C:9]=1[N:10]1[CH2:14][CH2:13][C@@H:12]([NH:15][C:16](=[O:22])[O:17][C:18]([CH3:20])([CH3:19])[CH3:21])[CH2:11]1, predict the reactants needed to synthesize it. The reactants are: [N+:1]([C:4]1[CH:5]=[N:6][CH:7]=[CH:8][C:9]=1[N:10]1[CH2:14][CH2:13][C@@H:12]([NH:15][C:16](=[O:22])[O:17][C:18]([CH3:21])([CH3:20])[CH3:19])[CH2:11]1)([O-])=O.[NH4+].[Cl-].CCO. (2) Given the product [Br:12][C:13]1[CH:21]=[CH:20][C:16]([C:17]([N:1]2[CH2:4][CH2:3][CH2:2]2)=[O:18])=[CH:15][CH:14]=1, predict the reactants needed to synthesize it. The reactants are: [NH:1]1[CH2:4][CH2:3][CH2:2]1.CCN(CC)CC.[Br:12][C:13]1[CH:21]=[CH:20][C:16]([C:17](Cl)=[O:18])=[CH:15][CH:14]=1. (3) Given the product [F:12][C:6]1[CH:7]=[C:8]([F:11])[CH:9]=[CH:10][C:5]=1[C:3](=[O:4])/[C:2](=[N:27]/[OH:26])/[CH3:1], predict the reactants needed to synthesize it. The reactants are: [CH3:1][CH2:2][C:3]([C:5]1[CH:10]=[CH:9][C:8]([F:11])=[CH:7][C:6]=1[F:12])=[O:4].CC1CCCCC1.Cl.C([O:26][N:27]=O)CCCC. (4) Given the product [O:4]1[C:8]2=[C:9]([N:13]3[CH2:18][CH2:17][N:16]([CH2:19][CH2:20][C@H:21]4[CH2:26][CH2:25][C@H:24]([NH:27][C:30](=[O:31])[N:29]([CH3:33])[CH3:28])[CH2:23][CH2:22]4)[CH2:15][CH2:14]3)[N:10]=[CH:11][CH:12]=[C:7]2[CH2:6][CH2:5]1, predict the reactants needed to synthesize it. The reactants are: Cl.Cl.Cl.[O:4]1[C:8]2=[C:9]([N:13]3[CH2:18][CH2:17][N:16]([CH2:19][CH2:20][C@H:21]4[CH2:26][CH2:25][C@H:24]([NH2:27])[CH2:23][CH2:22]4)[CH2:15][CH2:14]3)[N:10]=[CH:11][CH:12]=[C:7]2[CH2:6][CH2:5]1.[CH3:28][N:29]([CH3:33])[C:30](Cl)=[O:31]. (5) Given the product [C:19]([CH:16]1[CH2:15][CH2:14][CH:13]([O:12][C:7]2[CH:8]=[C:9]3[C:4](=[CH:5][CH:6]=2)[CH:3]=[C:2]([C:25](=[O:26])[C:24]([F:32])([F:31])[F:23])[CH:11]=[CH:10]3)[CH2:18][CH2:17]1)([CH3:20])([CH3:21])[CH3:22], predict the reactants needed to synthesize it. The reactants are: Br[C:2]1[CH:11]=[CH:10][C:9]2[C:4](=[CH:5][CH:6]=[C:7]([O:12][CH:13]3[CH2:18][CH2:17][CH:16]([C:19]([CH3:22])([CH3:21])[CH3:20])[CH2:15][CH2:14]3)[CH:8]=2)[CH:3]=1.[F:23][C:24]([F:32])([F:31])[C:25](N(OC)C)=[O:26]. (6) Given the product [CH2:21]([O:20][C:18]([NH:17][CH:14]1[CH2:13][CH2:12][N:11]([C:8]2[CH:7]=[CH:6][C:5]([CH:4]=[O:3])=[CH:10][CH:9]=2)[CH2:16][CH2:15]1)=[O:19])[C:22]1[CH:23]=[CH:24][CH:25]=[CH:26][CH:27]=1, predict the reactants needed to synthesize it. The reactants are: C([O:3][C:4](=O)[C:5]1[CH:10]=[CH:9][C:8]([N:11]2[CH2:16][CH2:15][CH:14]([NH:17][C:18]([O:20][CH2:21][C:22]3[CH:27]=[CH:26][CH:25]=[CH:24][CH:23]=3)=[O:19])[CH2:13][CH2:12]2)=[CH:7][CH:6]=1)C.[H-].C([Al+]CC(C)C)C(C)C.CCCCCC.CO.[Cl-].[Na+]. (7) The reactants are: C(N(CC)CC)C.[CH:8]([C:10]1[C:18]2[C:13](=[CH:14][CH:15]=[CH:16][CH:17]=2)[N:12](C(OC(C)(C)C)=O)[CH:11]=1)=[O:9].[CH3:26][O:27][C:28]1[CH:29]=[C:30]([CH:38]=[CH:39][CH:40]=1)[N:31]=[CH:32][C:33]1[S:34][CH:35]=[CH:36][CH:37]=1. Given the product [NH:12]1[C:13]2[C:18](=[CH:17][CH:16]=[CH:15][CH:14]=2)[C:10]([C:8](=[O:9])[CH:32]([NH:31][C:30]2[CH:38]=[CH:39][CH:40]=[C:28]([O:27][CH3:26])[CH:29]=2)[C:33]2[S:34][CH:35]=[CH:36][CH:37]=2)=[CH:11]1, predict the reactants needed to synthesize it.